Dataset: Catalyst prediction with 721,799 reactions and 888 catalyst types from USPTO. Task: Predict which catalyst facilitates the given reaction. (1) Reactant: C(OC([N:8]1[CH2:30][CH2:29][C:11]2([O:16][C:15]([F:18])([F:17])[CH2:14][N:13]([C:19]([C:21]3[N:22]=[C:23]([CH:26]([CH3:28])[CH3:27])[S:24][CH:25]=3)=[O:20])[CH2:12]2)[CH2:10][CH2:9]1)=O)(C)(C)C.[F:31][C:32]([F:37])([F:36])[C:33]([OH:35])=[O:34].C1(C)C=CC=CC=1. Product: [F:31][C:32]([F:37])([F:36])[C:33]([OH:35])=[O:34].[F:18][C:15]1([F:17])[CH2:14][N:13]([C:19]([C:21]2[N:22]=[C:23]([CH:26]([CH3:28])[CH3:27])[S:24][CH:25]=2)=[O:20])[CH2:12][C:11]2([CH2:29][CH2:30][NH:8][CH2:9][CH2:10]2)[O:16]1. The catalyst class is: 2. (2) Reactant: [O:1]([CH2:8][C:9]#[N:10])[C:2]1[CH:7]=[CH:6][CH:5]=[CH:4][CH:3]=1.C([O-])([O-])=O.[K+].[K+].Cl.[NH2:18][OH:19]. Product: [OH:19][N:18]=[C:9]([NH2:10])[CH2:8][O:1][C:2]1[CH:7]=[CH:6][CH:5]=[CH:4][CH:3]=1. The catalyst class is: 88. (3) Reactant: [C:1]([C:3]1[CH:8]=[CH:7][C:6]([CH2:9][CH2:10][N:11]2[CH2:16][CH2:15][C:14]([CH2:18][N:19]([CH3:30])[C:20]3[CH:28]=[CH:27][C:23]([C:24]([OH:26])=[O:25])=[CH:22][C:21]=3[CH3:29])([OH:17])[CH2:13][CH2:12]2)=[CH:5][CH:4]=1)#[N:2].[ClH:31]. Product: [ClH:31].[C:1]([C:3]1[CH:4]=[CH:5][C:6]([CH2:9][CH2:10][N:11]2[CH2:16][CH2:15][C:14]([CH2:18][N:19]([CH3:30])[C:20]3[CH:28]=[CH:27][C:23]([C:24]([OH:26])=[O:25])=[CH:22][C:21]=3[CH3:29])([OH:17])[CH2:13][CH2:12]2)=[CH:7][CH:8]=1)#[N:2]. The catalyst class is: 6. (4) Reactant: [Cl:1][C:2]1[N:3]=[N:4][C:5](Cl)=[CH:6][CH:7]=1.[CH3:9][C:10]1([CH3:19])[CH2:15][CH:14]([OH:16])[CH2:13][C:12]([CH3:18])([CH3:17])[NH:11]1.C(O[K])(C)(C)C. Product: [Cl:1][C:2]1[N:3]=[N:4][C:5]([O:16][CH:14]2[CH2:15][C:10]([CH3:19])([CH3:9])[NH:11][C:12]([CH3:18])([CH3:17])[CH2:13]2)=[CH:6][CH:7]=1. The catalyst class is: 1. (5) Reactant: O.[NH2:2][C:3]1[C:4]2[C:5]3[C:6](=[N:18][N:19]([CH2:21][C:22]4[C:27]([Cl:28])=[C:26]([O:29][CH3:30])[C:25]([CH3:31])=[CH:24][N:23]=4)[N:20]=2)[CH:7]=[C:8]([CH2:13][C:14]([NH:16][CH3:17])=[O:15])[C:9]=3[CH2:10][S:11][N:12]=1.Cl. Product: [ClH:28].[NH2:2][C:3]1[C:4]2[C:5]3[C:6](=[N:18][N:19]([CH2:21][C:22]4[C:27]([Cl:28])=[C:26]([O:29][CH3:30])[C:25]([CH3:31])=[CH:24][N:23]=4)[N:20]=2)[CH:7]=[C:8]([CH2:13][C:14]([NH:16][CH3:17])=[O:15])[C:9]=3[CH2:10][S:11][N:12]=1. The catalyst class is: 8. (6) Reactant: [BH4-].[Na+].[F:3][C:4]1[CH:5]=[C:6]([CH:10]=[CH:11][C:12]=1[N+:13]([O-:15])=[O:14])[C:7](O)=[O:8].B(F)(F)F.CCOCC.Cl. Product: [F:3][C:4]1[CH:5]=[C:6]([CH:10]=[CH:11][C:12]=1[N+:13]([O-:15])=[O:14])[CH2:7][OH:8]. The catalyst class is: 1. (7) Reactant: [Cl:1][C:2]1[CH:3]=[C:4]([OH:21])[CH:5]=[C:6]2[C:11]=1[O:10][CH:9]([C:12]([F:15])([F:14])[F:13])[C:8]([C:16]([O:18][CH2:19][CH3:20])=[O:17])=[CH:7]2.C([O-])([O-])=O.[K+].[K+].[CH:28]1(I)[CH2:33][CH2:32][CH2:31][CH2:30][CH2:29]1.[Na+].[Cl-]. The catalyst class is: 18. Product: [Cl:1][C:2]1[CH:3]=[C:4]([O:21][CH:28]2[CH2:33][CH2:32][CH2:31][CH2:30][CH2:29]2)[CH:5]=[C:6]2[C:11]=1[O:10][CH:9]([C:12]([F:15])([F:14])[F:13])[C:8]([C:16]([O:18][CH2:19][CH3:20])=[O:17])=[CH:7]2.